This data is from Experimentally validated miRNA-target interactions with 360,000+ pairs, plus equal number of negative samples. The task is: Binary Classification. Given a miRNA mature sequence and a target amino acid sequence, predict their likelihood of interaction. (1) The miRNA is mmu-miR-486b-5p with sequence UCCUGUACUGAGCUGCCCCGAG. The protein sequence of the target gene is MASHEVDNAELGSASAHGTPGSEAGPEELNTSVYQPIDGSPDYQKAKLQVLGAIQILNAAMILALGVFLGSLQYPYHFQKHFFFFTFYTGYPIWGAVFFCSSGTLSVVAGIKPTRTWIQNSFGMNIASATIALVGTAFLSLNIAVNIQSLRSCHSSSESPDLCNYMGSISNGMVSLLLILTLLELCVTISTIAMWCNANCCNSREEISSPPNSV. Result: 0 (no interaction). (2) The miRNA is mmu-miR-672-5p with sequence UGAGGUUGGUGUACUGUGUGUGA. The protein sequence of the target gene is MGSDAWVGLWRPHRPRGPIAAHYGGPGPKYKLPPNTGYALHDPSRPRAPAFTFGARFPTQQTTCGPGPGHLVPARMTVRGTDGAPAYSIYGRPRRSAPFLTPGPGRYFPERAGNATYPSAPRHTIAPRNWGVQAEQQSPGPAAYTVPSLLGPRVIGKVSAPTCSIYGRRAAGSFFEDLSKTPGPCAYQVVSPGVYKSRAPQFTILARTSLPQDNTRKPGPAAYNVDQHRKPRGWSFGIRHSDYLAPLVTDADN. Result: 0 (no interaction). (3) The miRNA is mmu-miR-324-3p with sequence CCACUGCCCCAGGUGCUGCU. The protein sequence of the target gene is MDPLTKGSCGSQLAQTLLWKAKSSLSFGIQPLQTWPTKDPELESQVNLSVSEDLGCRRGDFSRKHYGSVELLISSDADGAIQRAGRFRVENGSTDESAAALPGTWRRTDVHLENPEYHTRWYFKYFLGQVHQNYIGNDAEKSPFFLSVTLSDQNNQRVPQYRAILWRKTGTQKICLPYSPTKTLSVKSILSAMNLDKFEKGPREIFHPEIQKDLLVLEEQEGSVNFKFGVLFAKDGQLTDDEMFSNEIGSEAFQKFLNLLGDTITLKGWTGYRGGLDTKNNTTGINSVYTVYQGHEVMFH.... Result: 1 (interaction). (4) The miRNA is hsa-miR-4720-3p with sequence UGCUUAAGUUGUACCAAGUAU. The protein sequence of the target gene is MSSVKRSLKQEIVTQFHCSAAEGDIAKLTGILSHSPSLLNETSENGWTALMYAARNGHPEIVQFLLEKGCDRSIVNKSRQTALDIAVFWGYKHIANLLATAKGGKKPWFLTNEVEECENYFSKTLLDRKSEKRNNSDWLLAKESHPATVFILFSDLNPLVTLGGNKESFQQPEVRLCQLNYTDIKDYLAQPEKITLIFLGVELEIKDKLLNYAGEVPREEEDGLVAWFALGIDPIAAEEFKQRHENCYFLHPPMPALLQLKEKEAGVVAQARSVLAWHSRYKFCPTCGNATKIEEGGYKR.... Result: 0 (no interaction). (5) The miRNA is hsa-miR-484 with sequence UCAGGCUCAGUCCCCUCCCGAU. The protein sequence of the target gene is MAAGVEAAAEVAATEIKMEEESGAPGVPSGNGAPGPKGEGERPAQNEKRKEKNIKRGGNRFEPYANPTKRYRAFITNIPFDVKWQSLKDLVKEKVGEVTYVELLMDAEGKSRGCAVVEFKMEESMKKAAEVLNKHSLSGRPLKVKEDPDGEHARRAMQKVMATTGGMGMGPGGPGMITIPPSILNNPNIPNEIIHALQAGRLGSTVFVANLDYKVGWKKLKEVFSMAGVVVRADILEDKDGKSRGIGTVTFEQSIEAVQAISMFNGQLLFDRPMHVKMDERALPKGDFFPPERPQQLPHG.... Result: 1 (interaction). (6) Result: 1 (interaction). The protein sequence of the target gene is MISLTDTQKIGMGLTGFGVFFLFFGMILFFDKALLAIGNVLFVAGLAFVIGLERTFRFFFQKHKMKATGFFLGGVFVVLIGWPLIGMIFEIYGFFLLFRGFFPVVVGFIRRVPVLGSLLNLPGIRSFVDKVGESNNMV. The miRNA is hsa-miR-4699-3p with sequence AAUUUACUCUGCAAUCUUCUCC. (7) The miRNA is cel-miR-244-5p with sequence UCUUUGGUUGUACAAAGUGGUAUG. The protein sequence of the target gene is MPRLFLFHLLEFCLLLNQFSRAVAAKWKDDVIKLCGRELVRAQIAICGMSTWSKRSLSQEDAPQTPRPVAEIVPSFINKDTETIIIMLEFIANLPPELKAALSERQPSLPELQQYVPALKDSNLSFEEFKKLIRNRQSEAADSNPSELKYLGLDTHSQKKRRPYVALFEKCCLIGCTKRSLAKYC. Result: 0 (no interaction).